Dataset: Forward reaction prediction with 1.9M reactions from USPTO patents (1976-2016). Task: Predict the product of the given reaction. (1) Given the reactants [C:1]([C:3]1[CH:4]=[C:5]2[C:10](=[C:11]([OH:13])[CH:12]=1)[O:9][C:8]([CH3:15])([CH3:14])[CH2:7][C:6]2([CH3:17])[CH3:16])#[CH:2].[CH3:18][O:19][C:20](=[O:49])[C:21]([C:24]1[CH:29]=[CH:28][C:27](C#CC2C=C(C3CC3)C3OC4(CC4)CC(C)(C)C=3C=2)=[CH:26][CH:25]=1)([CH3:23])[CH3:22].C(N(CC)CC)C.C(OCC)(=O)C, predict the reaction product. The product is: [CH3:18][O:19][C:20](=[O:49])[C:21]([C:24]1[CH:25]=[CH:26][C:27]([C:2]#[C:1][C:3]2[CH:4]=[C:5]3[C:10](=[C:11]([OH:13])[CH:12]=2)[O:9][C:8]([CH3:15])([CH3:14])[CH2:7][C:6]3([CH3:17])[CH3:16])=[CH:28][CH:29]=1)([CH3:23])[CH3:22]. (2) Given the reactants [CH2:1]([O:3][C:4](=[O:17])[CH:5]([O:14][CH2:15][CH3:16])[CH2:6][C:7]1[CH:12]=[CH:11][C:10]([OH:13])=[CH:9][CH:8]=1)[CH3:2].O[CH2:19][CH2:20][C:21]1[CH:26]=[CH:25][C:24]([NH:27][C:28](=[O:32])[CH:29]([CH3:31])[CH3:30])=[CH:23][CH:22]=1.N(C(N1CCCCC1)=O)=NC(N1CCCCC1)=O.C1(P(C2C=CC=CC=2)C2C=CC=CC=2)C=CC=CC=1, predict the reaction product. The product is: [CH2:1]([O:3][C:4](=[O:17])[CH:5]([O:14][CH2:15][CH3:16])[CH2:6][C:7]1[CH:8]=[CH:9][C:10]([O:13][CH2:19][CH2:20][C:21]2[CH:26]=[CH:25][C:24]([NH:27][C:28](=[O:32])[CH:29]([CH3:31])[CH3:30])=[CH:23][CH:22]=2)=[CH:11][CH:12]=1)[CH3:2]. (3) Given the reactants C(O[BH3-])(=O)C.[Na+].[CH2:7]1[C:13]2[CH:14]=[CH:15][CH:16]=[CH:17][C:12]=2[CH2:11][CH2:10][NH:9][CH2:8]1.[CH:18]1([CH:24]=O)[CH2:23][CH2:22][CH2:21][CH2:20][CH2:19]1.C(O)(=O)C, predict the reaction product. The product is: [CH:18]1([CH2:24][N:9]2[CH2:8][CH2:7][C:13]3[CH:14]=[CH:15][CH:16]=[CH:17][C:12]=3[CH2:11][CH2:10]2)[CH2:23][CH2:22][CH2:21][CH2:20][CH2:19]1.